Dataset: Peptide-MHC class II binding affinity with 134,281 pairs from IEDB. Task: Regression. Given a peptide amino acid sequence and an MHC pseudo amino acid sequence, predict their binding affinity value. This is MHC class II binding data. (1) The peptide sequence is AALVEALYLVSGEAA. The MHC is HLA-DQA10102-DQB10602 with pseudo-sequence HLA-DQA10102-DQB10602. The binding affinity (normalized) is 0.461. (2) The peptide sequence is DQDLELSWNLNGLQAY. The MHC is DRB1_0802 with pseudo-sequence DRB1_0802. The binding affinity (normalized) is 0.351. (3) The peptide sequence is DSDAASPRMAPRAPWIEQE. The MHC is HLA-DQA10301-DQB10302 with pseudo-sequence HLA-DQA10301-DQB10302. The binding affinity (normalized) is 0.271. (4) The peptide sequence is MATTLPVQRHPRSLF. The MHC is HLA-DPA10301-DPB10402 with pseudo-sequence HLA-DPA10301-DPB10402. The binding affinity (normalized) is 0.0541. (5) The peptide sequence is SQVHIRRPGGAGRDG. The MHC is DRB1_0401 with pseudo-sequence DRB1_0401. The binding affinity (normalized) is 0.0367. (6) The peptide sequence is DAFIAALTEALRVIA. The MHC is DRB5_0101 with pseudo-sequence DRB5_0101. The binding affinity (normalized) is 1.00.